This data is from Catalyst prediction with 721,799 reactions and 888 catalyst types from USPTO. The task is: Predict which catalyst facilitates the given reaction. (1) Reactant: [S:1]1[C:5]2[CH:6]=[CH:7][CH:8]=[CH:9][C:4]=2[N:3]=[C:2]1[O:10][C:11]1[CH:12]=[C:13]2[C:17](=[CH:18][CH:19]=1)[NH:16][CH:15]=[C:14]2[CH2:20][CH2:21]OS(C)(=O)=O.[NH:27]1[CH2:32][CH2:31][CH2:30][CH2:29][CH2:28]1. Product: [N:27]1([CH2:21][CH2:20][C:14]2[C:13]3[C:17](=[CH:18][CH:19]=[C:11]([O:10][C:2]4[S:1][C:5]5[CH:6]=[CH:7][CH:8]=[CH:9][C:4]=5[N:3]=4)[CH:12]=3)[NH:16][CH:15]=2)[CH2:32][CH2:31][CH2:30][CH2:29][CH2:28]1. The catalyst class is: 23. (2) Reactant: C[Si]([N-][Si](C)(C)C)(C)C.[Na+].[Cl:11][C:12]1[CH:13]=[C:14]([F:19])[C:15](F)=[N:16][CH:17]=1.[C:20](#[N:24])[CH:21]([CH3:23])[CH3:22].[Cl-].[NH4+]. Product: [Cl:11][C:12]1[CH:13]=[C:14]([F:19])[C:15]([C:21]([CH3:23])([CH3:22])[C:20]#[N:24])=[N:16][CH:17]=1. The catalyst class is: 11. (3) Reactant: [Br:1][C:2]1[C:3]([NH2:13])=[N:4][NH:5][C:6]=1[C:7]1[CH:12]=[CH:11][CH:10]=[CH:9][CH:8]=1.C([O-])([O-])=O.[K+].[K+].Cl[CH2:21][C:22]([N:24]1[CH2:29][CH2:28][N:27]([C:30]2[CH:35]=[CH:34][C:33]([Cl:36])=[C:32]([O:37][CH3:38])[CH:31]=2)[CH2:26][CH2:25]1)=[O:23].CN(C=O)C. Product: [NH2:13][C:3]1[C:2]([Br:1])=[C:6]([C:7]2[CH:12]=[CH:11][CH:10]=[CH:9][CH:8]=2)[N:5]([CH2:21][C:22]([N:24]2[CH2:25][CH2:26][N:27]([C:30]3[CH:35]=[CH:34][C:33]([Cl:36])=[C:32]([O:37][CH3:38])[CH:31]=3)[CH2:28][CH2:29]2)=[O:23])[N:4]=1. The catalyst class is: 195. (4) Reactant: C(O)C.[CH2:4]1[C@H:8]([N:9]2[C:13]3[N:14]=[CH:15][N:16]=[C:17]([NH2:18])[C:12]=3[N:11]=[CH:10]2)[O:7][C@H:6]([CH2:19][OH:20])[C@H:5]1[OH:21]. Product: [CH2:4]1[C@@H:8]([N:9]2[C:13]3[N:14]=[CH:15][N:16]=[C:17]([NH2:18])[C:12]=3[N:11]=[CH:10]2)[O:7][C@@H:6]([CH2:19][OH:20])[C@@H:5]1[OH:21]. The catalyst class is: 6. (5) Product: [CH2:1]([CH:3]([CH2:9][C:10]1[CH2:11][C:12](=[N:21][OH:22])[C:13]([O:16][CH3:17])=[CH:14][CH:15]=1)[C:4]([O:6][CH2:7][CH3:8])=[O:5])[CH3:2]. The catalyst class is: 8. Reactant: [CH2:1]([CH:3]([CH2:9][C:10]1[CH:15]=[CH:14][C:13]([O:16][CH3:17])=[C:12](C=O)[CH:11]=1)[C:4]([O:6][CH2:7][CH3:8])=[O:5])[CH3:2].Cl.[NH2:21][OH:22].N1C=CC=CC=1. (6) Product: [CH3:36][Si:35]([CH3:38])([CH3:37])[C:14]1[O:15][CH:17]=[CH:16][C:13]=1[C:11]1([CH3:29])[O:10][CH2:8][CH2:9][O:12]1. The catalyst class is: 7. Reactant: C[N+]1(CCCS([O-])(=O)=O)[C@@H]2C[C@@H:8]([O:10][C:11]([CH:13]([C:16]3[CH:17]=CC=CC=3)[CH2:14][OH:15])=[O:12])[CH2:9][C@H]1CC2.[CH2:29]([Li])CCC.Cl[Si:35]([CH3:38])([CH3:37])[CH3:36].[Cl-].[NH4+].